This data is from Experimentally validated miRNA-target interactions with 360,000+ pairs, plus equal number of negative samples. The task is: Binary Classification. Given a miRNA mature sequence and a target amino acid sequence, predict their likelihood of interaction. (1) The miRNA is hsa-miR-513c-3p with sequence UAAAUUUCACCUUUCUGAGAAGA. The protein sequence of the target gene is MSAAMRERFDRFLHEKNCMTDLLAKLEAKTGVNRSFIALGVIGLVALYLVFGYGASLLCNLIGFGYPAYISIKAIESPNKEDDTQWLTYWVVYGVFSIAEFFSDIFLSWFPFYYMLKCGFLLWCMAPSPSNGAELLYKRIIRPFFLKHESQMDSVVKDLKDKAKETADAITKEAKKATVNLLGEEKKST. Result: 1 (interaction). (2) The miRNA is hsa-miR-6858-5p with sequence GUGAGGAGGGGCUGGCAGGGAC. The protein sequence of the target gene is MAEGEDVGWWRSWLQQSYQAVKEKSSEALEFMKRDLTEFTQVVQHDTACTIAATASVVKEKLATEGSSGATEKMKKGLSDFLGVISDTFAPSPDKTIDCDVITLMGTPSGTAEPYDGTKARLYSLQSDPATYCNEPDGPPELFDAWLSQFCLEEKKGEISELLVGSPSIRALYTKMVPAAVSHSEFWHRYFYKVHQLEQEQARRDALKQRAEQSISEEPGWEEEEEELMGISPISPKEAKVPVAKISTFPEGEPGPQSPCEENLVTSVEPPAEVTPSESSESISLVTQIANPATAPEARV.... Result: 0 (no interaction).